From a dataset of Forward reaction prediction with 1.9M reactions from USPTO patents (1976-2016). Predict the product of the given reaction. (1) Given the reactants Cl[CH2:2][CH2:3][CH2:4][CH2:5][N:6]1[C:10]2[CH:11]=[CH:12][CH:13]=[CH:14][C:9]=2[N:8]=[N:7]1.[CH:15]1([CH:21]2[CH2:26][CH2:25][NH:24][CH2:23][CH2:22]2)[CH2:20][CH2:19][CH2:18][CH2:17][CH2:16]1.C(N(C(C)C)CC)(C)C.[I-].[K+], predict the reaction product. The product is: [N:6]1([CH2:5][CH2:4][CH2:3][CH2:2][N:24]2[CH2:25][CH2:26][CH:21]([CH:15]3[CH2:20][CH2:19][CH2:18][CH2:17][CH2:16]3)[CH2:22][CH2:23]2)[C:10]2[CH:11]=[CH:12][CH:13]=[CH:14][C:9]=2[N:8]=[N:7]1. (2) Given the reactants [CH2:1]([N:3]1[C:7]2=[N:8][C:9]([CH2:45][CH3:46])=[C:10]([CH2:19][N:20]([CH2:29][C:30]3[CH:31]=[C:32]([C:37]4[CH:42]=[CH:41][CH:40]=[C:39]([CH:43]=O)[CH:38]=4)[C:33]([CH3:36])=[CH:34][CH:35]=3)[C:21]([C:23]3([C:26]([NH2:28])=[O:27])[CH2:25][CH2:24]3)=[O:22])[C:11]([NH:12][CH:13]3[CH2:18][CH2:17][O:16][CH2:15][CH2:14]3)=[C:6]2[CH:5]=[N:4]1)[CH3:2].C([N:54]1[CH2:59][CH2:58][NH:57][C@@H:56]([CH3:60])[CH2:55]1)(OC(C)(C)C)=O.C(O[BH-](OC(=O)C)OC(=O)C)(=O)C.[Na+].C(O)(=O)C, predict the reaction product. The product is: [CH2:1]([N:3]1[C:7]2=[N:8][C:9]([CH2:45][CH3:46])=[C:10]([CH2:19][N:20]([CH2:29][C:30]3[CH:31]=[C:32]([C:37]4[CH:42]=[CH:41][CH:40]=[C:39]([CH2:43][N:57]5[CH2:58][CH2:59][NH:54][CH2:55][C@H:56]5[CH3:60])[CH:38]=4)[C:33]([CH3:36])=[CH:34][CH:35]=3)[C:21]([C:23]3([C:26]([NH2:28])=[O:27])[CH2:25][CH2:24]3)=[O:22])[C:11]([NH:12][CH:13]3[CH2:18][CH2:17][O:16][CH2:15][CH2:14]3)=[C:6]2[CH:5]=[N:4]1)[CH3:2]. (3) Given the reactants [NH2:1][C:2]1[C:3]([F:28])=[CH:4][C:5]([F:27])=[C:6]([C:8]2[C:9](=[O:26])[N:10]([CH2:24][CH3:25])[C:11]3[C:16]([CH:17]=2)=[CH:15][N:14]=[C:13]([NH:18][C:19](=[O:23])[CH2:20][C:21]#[N:22])[CH:12]=3)[CH:7]=1.C([O-])([O-])=O.[K+].[K+].Cl[C:36]([O:38][C:39]1[CH:44]=[CH:43][CH:42]=[CH:41][CH:40]=1)=[O:37], predict the reaction product. The product is: [C:21]([CH2:20][C:19]([NH:18][C:13]1[CH:12]=[C:11]2[C:16]([CH:17]=[C:8]([C:6]3[C:5]([F:27])=[CH:4][C:3]([F:28])=[C:2]([NH:1][C:36](=[O:37])[O:38][C:39]4[CH:44]=[CH:43][CH:42]=[CH:41][CH:40]=4)[CH:7]=3)[C:9](=[O:26])[N:10]2[CH2:24][CH3:25])=[CH:15][N:14]=1)=[O:23])#[N:22]. (4) Given the reactants CC([C:5](=P(C1C=CC=CC=1)(C1C=CC=CC=1)C1C=CC=CC=1)[C:6]([O-:8])=[O:7])(C)C.[CH:28]([C:30]1[C:38]2[C:33](=[C:34]([C:39]#[N:40])[CH:35]=[CH:36][CH:37]=2)[NH:32][CH:31]=1)=O, predict the reaction product. The product is: [C:39]([C:34]1[CH:35]=[CH:36][CH:37]=[C:38]2[C:33]=1[NH:32][CH:31]=[C:30]2/[CH:28]=[CH:5]/[C:6]([O:8][C:30]([CH3:38])([CH3:31])[CH3:28])=[O:7])#[N:40]. (5) Given the reactants [Br:1][C:2]1[S:3][CH:4]=[C:5]([C:7]([OH:9])=O)[N:6]=1.[N:10]1([C:16]([O:18][C:19]([CH3:22])([CH3:21])[CH3:20])=[O:17])[CH2:15][CH2:14][NH:13][CH2:12][CH2:11]1.Cl.C(N=C=NCCCN(C)C)C, predict the reaction product. The product is: [Br:1][C:2]1[S:3][CH:4]=[C:5]([C:7]([N:13]2[CH2:12][CH2:11][N:10]([C:16]([O:18][C:19]([CH3:22])([CH3:21])[CH3:20])=[O:17])[CH2:15][CH2:14]2)=[O:9])[N:6]=1. (6) Given the reactants [Br:1][C:2]1[CH:7]=[CH:6][C:5]([NH:8]/[N:9]=[CH:10]/[C:11]2[C:16]([F:17])=[CH:15][CH:14]=[CH:13][C:12]=2[Cl:18])=[CH:4][CH:3]=1.P(Cl)(Cl)(Cl)(Cl)[Cl:20], predict the reaction product. The product is: [Br:1][C:2]1[CH:3]=[CH:4][C:5]([NH:8][N:9]=[C:10]([Cl:20])[C:11]2[C:16]([F:17])=[CH:15][CH:14]=[CH:13][C:12]=2[Cl:18])=[CH:6][CH:7]=1. (7) Given the reactants C(O)CCCCCCC.C[O-].[Li+].C(OP([O-])OCC)C.C([P:23]([CH2:27][CH2:28][CH2:29][CH2:30][CH2:31][CH2:32][CH2:33][CH3:34])([O-:26])([O-:25])[O-:24])C.C(OP([O-])OCCCCCCCC)CCCCCCC.[OH-].[Na+].Cl, predict the reaction product. The product is: [CH2:27]([PH:23]([OH:26])([OH:24])[OH:25])[CH2:28][CH2:29][CH2:30][CH2:31][CH2:32][CH2:33][CH3:34]. (8) The product is: [N+:15]([C:13]1[CH:12]=[CH:11][C:4]2[S:5][C:6]([C:7]([O:9][CH3:10])=[O:8])=[C:2]([O:1][S:26]([C:29]([F:32])([F:31])[F:30])(=[O:27])=[O:25])[C:3]=2[CH:14]=1)([O-:17])=[O:16]. Given the reactants [OH:1][C:2]1[C:3]2[CH:14]=[C:13]([N+:15]([O-:17])=[O:16])[CH:12]=[CH:11][C:4]=2[S:5][C:6]=1[C:7]([O:9][CH3:10])=[O:8].CCN(CC)CC.[O:25](S(C(F)(F)F)(=O)=O)[S:26]([C:29]([F:32])([F:31])[F:30])(=O)=[O:27], predict the reaction product. (9) Given the reactants [CH3:1][O:2][C:3]([C:5]1[CH:10]=[CH:9][C:8]([C:11]2[C:12]([CH3:42])([CH3:41])[C@H:13]3[C@:26]([CH3:29])([CH2:27][CH:28]=2)[C@@H:25]2[C@:16]([CH3:40])([C@@:17]4([CH3:39])[C@H:22]([CH2:23][CH2:24]2)[C@H:21]2[C@H:30]([C:33]([CH3:35])=[CH2:34])[CH2:31][CH2:32][C@:20]2(C(O)=O)[CH2:19][CH2:18]4)[CH2:15][CH2:14]3)=[CH:7][CH:6]=1)=[O:4].C([N:45]([CH2:48]C)CC)C.C1(P(N=[N+]=[N-])(C2C=CC=CC=2)=[O:57])C=CC=CC=1, predict the reaction product. The product is: [N:45]([C@:20]12[CH2:32][CH2:31][C@@H:30]([C:33]([CH3:35])=[CH2:34])[C@@H:21]1[C@@H:22]1[C@@:17]([CH3:39])([CH2:18][CH2:19]2)[C@@:16]2([CH3:40])[C@@H:25]([C@:26]3([CH3:29])[C@@H:13]([CH2:14][CH2:15]2)[C:12]([CH3:41])([CH3:42])[C:11]([C:8]2[CH:9]=[CH:10][C:5]([C:3]([O:2][CH3:1])=[O:4])=[CH:6][CH:7]=2)=[CH:28][CH2:27]3)[CH2:24][CH2:23]1)=[C:48]=[O:57]. (10) Given the reactants [CH2:1]1[O:11][C:4]2([CH2:9][CH2:8][C:7](=[O:10])[CH2:6][CH2:5]2)[O:3][CH2:2]1.[F:12][C:13]1[CH:18]=[CH:17][C:16]([Mg]Br)=[CH:15][CH:14]=1.[NH4+].[Cl-], predict the reaction product. The product is: [CH2:2]1[O:3][C:4]2([CH2:5][CH2:6][C:7]([C:16]3[CH:17]=[CH:18][C:13]([F:12])=[CH:14][CH:15]=3)([OH:10])[CH2:8][CH2:9]2)[O:11][CH2:1]1.